The task is: Predict which catalyst facilitates the given reaction.. This data is from Catalyst prediction with 721,799 reactions and 888 catalyst types from USPTO. (1) Reactant: [CH:1]1([C:4]2[N:5]=[C:6]3[CH:11]=[CH:10][C:9]([N+:12]([O-])=O)=[CH:8][N:7]3[C:15]=2[CH3:16])[CH2:3][CH2:2]1.[F:17][C:18]1[CH:23]=[CH:22][C:21]([C:24]2[CH:25]=[N:26][C:27]([C:30](O)=[O:31])=[N:28][CH:29]=2)=[CH:20][CH:19]=1.[ClH:33].C(OCC)(=O)C. Product: [ClH:33].[CH:1]1([C:4]2[N:5]=[C:6]3[CH:11]=[CH:10][C:9]([NH:12][C:30]([C:27]4[N:26]=[CH:25][C:24]([C:21]5[CH:22]=[CH:23][C:18]([F:17])=[CH:19][CH:20]=5)=[CH:29][N:28]=4)=[O:31])=[CH:8][N:7]3[C:15]=2[CH3:16])[CH2:3][CH2:2]1. The catalyst class is: 13. (2) Reactant: [Cl:1][C:2]1[C:11]([C:12]2[CH:17]=[CH:16][C:15]([C:18]3[CH:19]=[N:20][N:21]([CH3:23])[CH:22]=3)=[CH:14][CH:13]=2)=[C:10]2[C:5]([CH:6]=[CH:7][C:8]([C:24]#[N:25])=[N:9]2)=[CH:4][N:3]=1.C1CCC(P(C2C(C3C=CC=CC=3)=CC=CC=2)C2CCCCC2)CC1.[Li+].C[Si]([N-:56][Si](C)(C)C)(C)C. Product: [Cl:1][C:2]1[C:11]([C:12]2[CH:13]=[CH:14][C:15]([C:18]3[CH:19]=[N:20][N:21]([CH3:23])[CH:22]=3)=[CH:16][CH:17]=2)=[C:10]2[C:5]([CH:6]=[CH:7][C:8]([C:24](=[NH:56])[NH2:25])=[N:9]2)=[CH:4][N:3]=1. The catalyst class is: 443. (3) Reactant: [CH3:1][S:2][CH2:3][CH2:4][CH:5]([NH:36]C(OC(C)(C)C)=O)[C:6]([NH:8][CH:9]([C:32]([O:34][CH3:35])=[O:33])[CH2:10][C:11]1[CH:31]=[CH:30][C:14]([O:15][C:16]2[CH:29]=[CH:28][C:19]([CH:20]=[C:21]3[S:25][C:24](=[O:26])[NH:23][C:22]3=[O:27])=[CH:18][CH:17]=2)=[CH:13][CH:12]=1)=[O:7].[ClH:44]. Product: [ClH:44].[CH3:1][S:2][CH2:3][CH2:4][CH:5]([NH2:36])[C:6]([NH:8][CH:9]([C:32]([O:34][CH3:35])=[O:33])[CH2:10][C:11]1[CH:12]=[CH:13][C:14]([O:15][C:16]2[CH:17]=[CH:18][C:19]([CH:20]=[C:21]3[S:25][C:24](=[O:26])[NH:23][C:22]3=[O:27])=[CH:28][CH:29]=2)=[CH:30][CH:31]=1)=[O:7]. The catalyst class is: 4. (4) Reactant: [O:1]=[C:2]1[NH:7][N:6]=[C:5]([C:8](O)=O)[CH:4]=[CH:3]1.[Cl:11][C:12]1[CH:13]=[C:14]([NH2:19])[C:15]([NH2:18])=[CH:16][CH:17]=1.C([O-])(O)=O.[Na+]. Product: [Cl:11][C:12]1[CH:17]=[CH:16][C:15]2[N:18]=[C:8]([C:5]3[CH:4]=[CH:3][C:2](=[O:1])[NH:7][N:6]=3)[NH:19][C:14]=2[CH:13]=1. The catalyst class is: 6. (5) Reactant: [CH:1]1([S:4]([C:7]2[CH:12]=[CH:11][C:10]([CH:13]([CH2:27][CH:28]3[CH2:33][CH2:32][O:31][CH2:30][CH2:29]3)[C:14](=O)[CH2:15][CH2:16][C:17]([C:19]3[CH:24]=[CH:23][C:22]([F:25])=[CH:21][N:20]=3)=O)=[CH:9][CH:8]=2)(=[O:6])=[O:5])[CH2:3][CH2:2]1.C([O-])(=O)C.[NH4+:38]. Product: [CH:1]1([S:4]([C:7]2[CH:8]=[CH:9][C:10]([CH:13]([C:14]3[NH:38][C:17]([C:19]4[CH:24]=[CH:23][C:22]([F:25])=[CH:21][N:20]=4)=[CH:16][CH:15]=3)[CH2:27][CH:28]3[CH2:29][CH2:30][O:31][CH2:32][CH2:33]3)=[CH:11][CH:12]=2)(=[O:5])=[O:6])[CH2:3][CH2:2]1. The catalyst class is: 342. (6) Reactant: Br[CH:2]1[CH2:17][CH2:16][C:5]2=[C:6]([C:11]([O:13][CH2:14][CH3:15])=[O:12])[S:7][C:8]([S:9][CH3:10])=[C:4]2[C:3]1=[O:18].[N-:19]=[N+:20]=[N-:21].[Na+]. Product: [N:19]([CH:2]1[CH2:17][CH2:16][C:5]2=[C:6]([C:11]([O:13][CH2:14][CH3:15])=[O:12])[S:7][C:8]([S:9][CH3:10])=[C:4]2[C:3]1=[O:18])=[N+:20]=[N-:21]. The catalyst class is: 35. (7) Reactant: [NH2:1][C:2]1[C:3]2[C:10](I)=[CH:9][N:8]([C@H:12]3[C@:16]([CH3:18])([OH:17])[CH:15]([OH:19])[CH:14]([CH2:20][OH:21])[O:13]3)[C:4]=2[N:5]=[CH:6][N:7]=1.[CH3:22][NH:23][C:24]([C:26]1[S:27][C:28](B2OC(C)(C)C(C)(C)O2)=[CH:29][CH:30]=1)=[O:25].CC([O-])=O.[K+]. Product: [NH2:1][C:2]1[C:3]2[C:10]([C:28]3[S:27][C:26]([C:24]([NH:23][CH3:22])=[O:25])=[CH:30][CH:29]=3)=[CH:9][N:8]([C@H:12]3[C@@:16]([OH:17])([CH3:18])[CH:15]([OH:19])[CH:14]([CH2:20][OH:21])[O:13]3)[C:4]=2[N:5]=[CH:6][N:7]=1. The catalyst class is: 73. (8) Reactant: ClC(Cl)(Cl)S([O:6][CH2:7][C:8]([F:11])([F:10])[F:9])(=O)=O.C(=O)([O-])[O-].[Cs+].[Cs+].CN(C=O)C.O=[C:26]1[NH:31][CH:30]=[C:29]([CH2:32][C:33]2[S:34][C:35]3[C:41]([C:42]4[CH:43]=[C:44]([CH:50]=[CH:51][CH:52]=4)[C:45]([O:47][CH2:48][CH3:49])=[O:46])=[CH:40][CH:39]=[CH:38][C:36]=3[CH:37]=2)[CH:28]=[CH:27]1. Product: [F:11][C:8]([F:9])([F:10])[CH2:7][O:6][C:26]1[N:31]=[CH:30][C:29]([CH2:32][C:33]2[S:34][C:35]3[C:41]([C:42]4[CH:43]=[C:44]([CH:50]=[CH:51][CH:52]=4)[C:45]([O:47][CH2:48][CH3:49])=[O:46])=[CH:40][CH:39]=[CH:38][C:36]=3[CH:37]=2)=[CH:28][CH:27]=1. The catalyst class is: 6. (9) Reactant: C1(S(NC(=S)C=CC2C=CC=CC=2)(=O)=O)C=CC=CC=1.[C:21]1([S:27]([N:30]=[C:31]([S:41][C:42]2[CH:47]=[CH:46][CH:45]=[CH:44][CH:43]=2)[CH:32]=[CH:33][S:34][C:35]2[CH:40]=[CH:39][CH:38]=[CH:37][CH:36]=2)(=[O:29])=[O:28])[CH:26]=[CH:25][CH:24]=[CH:23][CH:22]=1.C1(C)C=CC=CC=1.S(Cl)(Cl)=O. Product: [C:21]1([S:27]([N:30]=[C:31]([S:41][C:42]2[CH:43]=[CH:44][CH:45]=[CH:46][CH:47]=2)[CH:32]=[CH:33][S:34][C:35]2[CH:36]=[CH:37][CH:38]=[CH:39][CH:40]=2)(=[O:29])=[O:28])[CH:22]=[CH:23][CH:24]=[CH:25][CH:26]=1. The catalyst class is: 338. (10) Reactant: FC(F)(F)C(O)=O.[CH3:8][NH:9][C:10]([C:12]1[CH:13]=[CH:14][C:15]([O:18][CH2:19][C:20]2[CH:37]=[CH:36][C:23]3[CH2:24][CH2:25][N:26](C(OC(C)(C)C)=O)[CH2:27][CH2:28][C:22]=3[CH:21]=2)=[N:16][CH:17]=1)=[O:11]. Product: [CH3:8][NH:9][C:10]([C:12]1[CH:17]=[N:16][C:15]([O:18][CH2:19][C:20]2[CH:37]=[CH:36][C:23]3[CH2:24][CH2:25][NH:26][CH2:27][CH2:28][C:22]=3[CH:21]=2)=[CH:14][CH:13]=1)=[O:11]. The catalyst class is: 98.